Dataset: Catalyst prediction with 721,799 reactions and 888 catalyst types from USPTO. Task: Predict which catalyst facilitates the given reaction. (1) Reactant: C[Li].[C:3]([O:7][C:8]([NH:10][C@H:11]1[CH2:16][C@H:15](C(OCC)=O)[CH2:14][CH2:13][C@H:12]1[NH:22][C:23]([C:25]1[NH:26][C:27]2[C:32]([CH:33]=1)=[CH:31][C:30]([Cl:34])=[CH:29][CH:28]=2)=[O:24])=[O:9])([CH3:6])([CH3:5])[CH3:4].[Cl-].[NH4+]. Product: [C:3]([O:7][C:8]([NH:10][C@H:11]1[CH2:16][C@H:15]([C:3]([OH:7])([CH3:5])[CH3:4])[CH2:14][CH2:13][C@H:12]1[NH:22][C:23]([C:25]1[NH:26][C:27]2[C:32]([CH:33]=1)=[CH:31][C:30]([Cl:34])=[CH:29][CH:28]=2)=[O:24])=[O:9])([CH3:4])([CH3:5])[CH3:6]. The catalyst class is: 7. (2) Reactant: Br[C:2]1[CH:7]=[CH:6][C:5]([C@H:8]([N:10]2[CH2:15][CH2:14][C@@:13]([C:19]3[CH:24]=[CH:23][C:22]([F:25])=[CH:21][CH:20]=3)([CH2:16][CH2:17][OH:18])[O:12][C:11]2=[O:26])[CH3:9])=[CH:4][CH:3]=1.[F:27][C:28]1[CH:33]=[C:32]([F:34])[CH:31]=[CH:30][C:29]=1B(O)O. Product: [F:27][C:28]1[CH:33]=[C:32]([F:34])[CH:31]=[CH:30][C:29]=1[C:2]1[CH:3]=[CH:4][C:5]([C@H:8]([N:10]2[CH2:15][CH2:14][C@@:13]([C:19]3[CH:20]=[CH:21][C:22]([F:25])=[CH:23][CH:24]=3)([CH2:16][CH2:17][OH:18])[O:12][C:11]2=[O:26])[CH3:9])=[CH:6][CH:7]=1. The catalyst class is: 77. (3) Reactant: C([O:3][C:4]([C:6]1[C:14]2[C:9](=[CH:10][C:11]([C:15]#[N:16])=[CH:12][CH:13]=2)[NH:8][C:7]=1[C:17]([C:20]1[CH:25]=[CH:24][C:23]([O:26]C(C)C)=[C:22]([O:30][CH3:31])[CH:21]=1)([CH3:19])[CH3:18])=O)C.CS(O)(=O)=O.CCCCCC. Product: [OH:26][C:23]1[C:22]([O:30][CH3:31])=[CH:21][C:20]2[C:17]([CH3:19])([CH3:18])[C:7]3[NH:8][C:9]4[C:14]([C:6]=3[C:4](=[O:3])[C:25]=2[CH:24]=1)=[CH:13][CH:12]=[C:11]([C:15]#[N:16])[CH:10]=4. The catalyst class is: 23. (4) Product: [CH3:10][CH2:11][O:12][C:13]([C:15]1[CH:20]([C:21]2[CH:22]=[CH:23][CH:24]=[CH:25][C:26]=2[Cl:27])[C:19]([C:28]([O:30][CH3:31])=[O:29])=[C:18]([CH3:32])[NH:17][C:16]=1[CH2:33][O:34][CH2:35][CH2:36][NH2:37])=[O:14].[O:1]=[C:2]1[O:6][CH:5]([C:7]([O-:9])=[O:8])[CH2:4][CH2:3]1. Reactant: [O:1]=[C:2]1[O:6][CH:5]([C:7]([O-:9])=[O:8])[CH2:4][CH2:3]1.[CH3:10][CH2:11][O:12][C:13]([C:15]1[CH:20]([C:21]2[CH:22]=[CH:23][CH:24]=[CH:25][C:26]=2[Cl:27])[C:19]([C:28]([O:30][CH3:31])=[O:29])=[C:18]([CH3:32])[NH:17][C:16]=1[CH2:33][O:34][CH2:35][CH2:36][NH2:37])=[O:14].C1C=CC(S(O)(=O)=O)=CC=1. The catalyst class is: 6.